The task is: Predict the reactants needed to synthesize the given product.. This data is from Full USPTO retrosynthesis dataset with 1.9M reactions from patents (1976-2016). (1) Given the product [BrH:39].[CH3:23][N:24]1[CH2:28][CH2:27][CH2:26][C@@H:25]1[CH2:29][C:30]1[C:38]2[C:33](=[CH:34][CH:35]=[C:36]([CH:41]=[CH:40][S:42]([C:45]3[CH:50]=[CH:49][CH:48]=[CH:47][CH:46]=3)(=[O:43])=[O:44])[CH:37]=2)[NH:32][CH:31]=1, predict the reactants needed to synthesize it. The reactants are: C1(C)C=CC=CC=1P(C1C=CC=CC=1C)C1C=CC=CC=1C.[CH3:23][N:24]1[CH2:28][CH2:27][CH2:26][C@@H:25]1[CH2:29][C:30]1[C:38]2[C:33](=[CH:34][CH:35]=[C:36]([Br:39])[CH:37]=2)[NH:32][CH:31]=1.[CH:40]([S:42]([C:45]1[CH:50]=[CH:49][CH:48]=[CH:47][CH:46]=1)(=[O:44])=[O:43])=[CH2:41].C(N(CC)CC)C. (2) The reactants are: CS(C)=O.C(Cl)(=O)C(Cl)=O.[OH:11][CH2:12][C@@H:13]1[CH2:17][C:16](/[CH:18]=[CH:19]/[CH3:20])=[CH:15][N:14]1[C:21]([C:23]1[CH:28]=[C:27]([O:29][CH3:30])[C:26]([O:31][Si:32]([CH:39]([CH3:41])[CH3:40])([CH:36]([CH3:38])[CH3:37])[CH:33]([CH3:35])[CH3:34])=[CH:25][C:24]=1[NH:42][C:43]([O:45][CH2:46][C:47]1[CH:52]=[CH:51][C:50]([NH:53][C:54](=[O:71])[C@@H:55]([NH:57][C:58](=[O:70])[C@@H:59]([NH:63][C:64](=[O:69])[O:65][CH2:66][CH:67]=[CH2:68])[CH:60]([CH3:62])[CH3:61])[CH3:56])=[CH:49][CH:48]=1)=[O:44])=[O:22].C(N(CC)CC)C. Given the product [OH:11][C@@H:12]1[N:42]([C:43]([O:45][CH2:46][C:47]2[CH:52]=[CH:51][C:50]([NH:53][C:54](=[O:71])[C@@H:55]([NH:57][C:58](=[O:70])[C@@H:59]([NH:63][C:64]([O:65][CH2:66][CH:67]=[CH2:68])=[O:69])[CH:60]([CH3:61])[CH3:62])[CH3:56])=[CH:49][CH:48]=2)=[O:44])[C:24]2[CH:25]=[C:26]([O:31][Si:32]([CH:39]([CH3:40])[CH3:41])([CH:36]([CH3:37])[CH3:38])[CH:33]([CH3:35])[CH3:34])[C:27]([O:29][CH3:30])=[CH:28][C:23]=2[C:21](=[O:22])[N:14]2[CH:15]=[C:16](/[CH:18]=[CH:19]/[CH3:20])[CH2:17][C@@H:13]12, predict the reactants needed to synthesize it. (3) The reactants are: N(C(OC(C)(C)C)=O)=NC(OC(C)(C)C)=O.C1(P(C2C=CC=CC=2)C2C=CC=CC=2)C=CC=CC=1.[C:36]([C:40]1[CH:44]=[C:43]([NH:45][C:46](=[O:61])[C:47]([CH3:60])([S:51]([CH:54]2[CH2:59][CH2:58][O:57][CH2:56][CH2:55]2)(=[O:53])=[O:52])[CH2:48][CH2:49]O)[O:42][N:41]=1)([CH3:39])([CH3:38])[CH3:37]. Given the product [C:36]([C:40]1[CH:44]=[C:43]([N:45]2[CH2:49][CH2:48][C:47]([CH3:60])([S:51]([CH:54]3[CH2:55][CH2:56][O:57][CH2:58][CH2:59]3)(=[O:52])=[O:53])[C:46]2=[O:61])[O:42][N:41]=1)([CH3:37])([CH3:39])[CH3:38], predict the reactants needed to synthesize it. (4) Given the product [NH2:12][C:10]1[C:9]([CH3:15])=[C:4]([C:3]([F:16])=[C:2]([Br:1])[CH:11]=1)[C:5]([O:7][CH3:8])=[O:6], predict the reactants needed to synthesize it. The reactants are: [Br:1][C:2]1[C:3]([F:16])=[C:4]([C:9]([CH3:15])=[C:10]([N+:12]([O-])=O)[CH:11]=1)[C:5]([O:7][CH3:8])=[O:6].[Cl-].[NH4+].O. (5) Given the product [Cl:17][C:18]1[CH:25]=[C:24]([N:26]([CH2:9][C:5]2[CH:6]=[CH:7][CH:8]=[C:3]([N:2]([CH3:11])[CH3:1])[CH:4]=2)[C@H:27]2[CH2:31][CH2:30][N:29]([CH2:32][C:33]3[S:34][CH:35]=[CH:36][CH:37]=3)[CH2:28]2)[CH:23]=[CH:22][C:19]=1[C:20]#[N:21], predict the reactants needed to synthesize it. The reactants are: [CH3:1][N:2]([CH3:11])[C:3]1[CH:4]=[C:5]([CH2:9]O)[CH:6]=[CH:7][CH:8]=1.CS(Cl)(=O)=O.[Cl:17][C:18]1[CH:25]=[C:24]([NH:26][C@H:27]2[CH2:31][CH2:30][N:29]([CH2:32][C:33]3[S:34][CH:35]=[CH:36][CH:37]=3)[CH2:28]2)[CH:23]=[CH:22][C:19]=1[C:20]#[N:21].[H-].[Na+].[NH4+].[Cl-].